From a dataset of Reaction yield outcomes from USPTO patents with 853,638 reactions. Predict the reaction yield, written as a fraction of the theoretical maximum amount of product (1.0 means a 100% yield; for example, 0.34 means a 34% yield). (1) The reactants are [I:1]I.[B-](F)(F)(F)F.[B-](F)(F)(F)F.C1[N+]2(CCl)CC[N+](F)(CC2)C1.[F:24][C:25]([F:45])([F:44])[C:26]1[CH:27]=[C:28]2[C:33](=[CH:34][CH:35]=1)[N:32]1[CH:36]=[CH:37][N:38]=[C:31]1[C:30]([NH:39][CH2:40][CH2:41][CH2:42][OH:43])=[N:29]2. The catalyst is C(#N)C. The product is [I:1][C:36]1[N:32]2[C:33]3[C:28]([N:29]=[C:30]([NH:39][CH2:40][CH2:41][CH2:42][OH:43])[C:31]2=[N:38][CH:37]=1)=[CH:27][C:26]([C:25]([F:44])([F:24])[F:45])=[CH:35][CH:34]=3. The yield is 0.620. (2) The reactants are [CH2:1]([O:3][C:4]([C:6]1[C:15](=[O:16])[C:14]2[C:9](=[C:10](Br)[CH:11]=[CH:12][C:13]=2[O:17][CH3:18])[NH:8][CH:7]=1)=[O:5])[CH3:2].C([O-])(=O)C.[Na+]. The catalyst is C(O)(=O)C.[Pd]. The product is [CH2:1]([O:3][C:4]([C:6]1[C:15](=[O:16])[C:14]2[C:9](=[CH:10][CH:11]=[CH:12][C:13]=2[O:17][CH3:18])[NH:8][CH:7]=1)=[O:5])[CH3:2]. The yield is 0.570. (3) The reactants are C[CH:2]([O:34][C:35]1[CH:40]=[CH:39][C:38]([C:41]([O:43][C:44]([CH3:47])([CH3:46])[CH3:45])=[O:42])=[CH:37][CH:36]=1)[C:3](=[O:33])[CH2:4][O:5][C:6]1[CH:11]=[CH:10][C:9]([CH2:12][CH2:13][CH2:14][O:15][Si](C(C)(C)C)(C2C=CC=CC=2)C2C=CC=CC=2)=[CH:8][CH:7]=1.C(O)(=O)C.[F-].C([N+](CCCC)(CCCC)CCCC)CCC. The catalyst is O1CCCC1.C(OCC)(=O)C. The product is [OH:15][CH2:14][CH2:13][CH2:12][C:9]1[CH:8]=[CH:7][C:6]([O:5][CH2:4][C:3](=[O:33])[CH2:2][O:34][C:35]2[CH:36]=[CH:37][C:38]([C:41]([O:43][C:44]([CH3:45])([CH3:46])[CH3:47])=[O:42])=[CH:39][CH:40]=2)=[CH:11][CH:10]=1. The yield is 0.970.